This data is from Catalyst prediction with 721,799 reactions and 888 catalyst types from USPTO. The task is: Predict which catalyst facilitates the given reaction. (1) Reactant: Cl.[F:2][C:3]1([F:10])[CH2:8][CH2:7][CH:6]([NH2:9])[CH2:5][CH2:4]1.Cl[C:12]([O:14][C:15]1[CH:20]=[CH:19][C:18]([N+:21]([O-:23])=[O:22])=[CH:17][CH:16]=1)=[O:13].CCN(C(C)C)C(C)C.CO. Product: [F:2][C:3]1([F:10])[CH2:8][CH2:7][CH:6]([NH:9][C:12](=[O:13])[O:14][C:15]2[CH:16]=[CH:17][C:18]([N+:21]([O-:23])=[O:22])=[CH:19][CH:20]=2)[CH2:5][CH2:4]1. The catalyst class is: 2. (2) Reactant: [O:1]=[C:2]1[C:7]2[CH:8]=[CH:9][CH:10]=[CH:11][C:6]=2[S:5][C:4]([C:12]2[N:17]=[C:16]([NH:18][CH2:19][C:20]([O:22]C(C)(C)C)=[O:21])[N:15]=[CH:14][CH:13]=2)=[N:3]1.C(OC(C)C)(C)C. The catalyst class is: 55. Product: [O:1]=[C:2]1[C:7]2[CH:8]=[CH:9][CH:10]=[CH:11][C:6]=2[S:5][C:4]([C:12]2[N:17]=[C:16]([NH:18][CH2:19][C:20]([OH:22])=[O:21])[N:15]=[CH:14][CH:13]=2)=[N:3]1. (3) Reactant: [NH2:1][CH:2]1[C:11]2[CH:10]=[N:9][CH:8]=[C:7]([N:12]3[CH:20]([CH2:21][CH3:22])[C:19]4[C:14](=[CH:15][CH:16]=[C:17]([Cl:23])[CH:18]=4)[C:13]3=[O:24])[C:6]=2[CH2:5][CH2:4][CH2:3]1.CCN(CC)CC.[CH3:32][S:33](Cl)(=[O:35])=[O:34].Cl. Product: [Cl:23][C:17]1[CH:18]=[C:19]2[C:14](=[CH:15][CH:16]=1)[C:13](=[O:24])[N:12]([C:7]1[C:6]3[CH2:5][CH2:4][CH2:3][CH:2]([NH:1][S:33]([CH3:32])(=[O:35])=[O:34])[C:11]=3[CH:10]=[N:9][CH:8]=1)[CH:20]2[CH2:21][CH3:22]. The catalyst class is: 135. (4) Reactant: [Br:1][CH2:2][C:3]([NH:5][C:6]1[C:11]([CH:12]([CH3:14])[CH3:13])=[CH:10][CH:9]=[CH:8][C:7]=1[CH:15]([CH3:17])[CH3:16])=[O:4].[N+:18]([O-])([OH:20])=[O:19]. Product: [Br:1][CH2:2][C:3]([NH:5][C:6]1[C:11]([CH:12]([CH3:13])[CH3:14])=[CH:10][CH:9]=[C:8]([N+:18]([O-:20])=[O:19])[C:7]=1[CH:15]([CH3:17])[CH3:16])=[O:4]. The catalyst class is: 65. (5) Reactant: [NH2:1][C:2]1[CH:7]=[CH:6][CH:5]=[C:4]([Cl:8])[N:3]=1.C(N(CC)CC)C.[CH3:16][C:17]([CH3:22])([CH3:21])[C:18](Cl)=[O:19].O. Product: [Cl:8][C:4]1[N:3]=[C:2]([NH:1][C:18](=[O:19])[C:17]([CH3:22])([CH3:21])[CH3:16])[CH:7]=[CH:6][CH:5]=1. The catalyst class is: 4. (6) Reactant: [Br:1][C:2]1[CH:3]=[CH:4][C:5]([Cl:19])=[C:6]([CH:8]([C:10]2[CH:15]=[CH:14][C:13]([O:16][CH2:17][CH3:18])=[CH:12][CH:11]=2)[OH:9])[CH:7]=1.O1CCCC1.C(N(CC)CC)C.[CH3:32][C:33]([Si:36](OS(C(F)(F)F)(=O)=O)([CH3:38])[CH3:37])([CH3:35])[CH3:34]. Product: [Br:1][C:2]1[CH:3]=[CH:4][C:5]([Cl:19])=[C:6]([CH:8]([C:10]2[CH:15]=[CH:14][C:13]([O:16][CH2:17][CH3:18])=[CH:12][CH:11]=2)[O:9][Si:36]([C:33]([CH3:35])([CH3:34])[CH3:32])([CH3:38])[CH3:37])[CH:7]=1. The catalyst class is: 84. (7) Reactant: [NH2:1][C@H:2]([C:28]([O:30][C:31]([CH3:34])([CH3:33])[CH3:32])=[O:29])[CH2:3][C:4]1[N:8]=[CH:7][N:6]([C:9]([C:22]2[CH:27]=[CH:26][CH:25]=[CH:24][CH:23]=2)([C:16]2[CH:21]=[CH:20][CH:19]=[CH:18][CH:17]=2)[C:10]2[CH:15]=[CH:14][CH:13]=[CH:12][CH:11]=2)[CH:5]=1.C1C=CC2N(O)N=NC=2C=1.[NH:45]([C:50]([CH2:52][CH2:53][CH2:54][CH2:55][CH2:56][CH2:57][CH2:58][CH2:59][CH2:60][CH2:61][CH2:62][CH2:63][CH2:64][CH2:65][CH3:66])=[O:51])[CH2:46][C:47](O)=[O:48].Cl. Product: [NH:45]([C:50]([CH2:52][CH2:53][CH2:54][CH2:55][CH2:56][CH2:57][CH2:58][CH2:59][CH2:60][CH2:61][CH2:62][CH2:63][CH2:64][CH2:65][CH3:66])=[O:51])[CH2:46][C:47]([NH:1][C@H:2]([C:28]([O:30][C:31]([CH3:34])([CH3:33])[CH3:32])=[O:29])[CH2:3][C:4]1[N:8]=[CH:7][N:6]([C:9]([C:16]2[CH:17]=[CH:18][CH:19]=[CH:20][CH:21]=2)([C:10]2[CH:11]=[CH:12][CH:13]=[CH:14][CH:15]=2)[C:22]2[CH:27]=[CH:26][CH:25]=[CH:24][CH:23]=2)[CH:5]=1)=[O:48]. The catalyst class is: 84. (8) Reactant: [O:1]1[CH2:5][CH2:4][O:3][CH:2]1[C:6]1[CH:10]=[CH:9][S:8][C:7]=1[CH:11]=O.Cl.[NH2:14][OH:15].C(=O)([O-])O.[Na+]. Product: [O:1]1[CH2:5][CH2:4][O:3][CH:2]1[C:6]1[CH:10]=[CH:9][S:8][C:7]=1[CH:11]=[N:14][OH:15]. The catalyst class is: 40. (9) Reactant: [CH2:1]([O:8][C:9]([N:11]1[CH2:17][CH2:16][CH2:15][CH2:14][CH:13]([CH2:18][NH:19][C:20]2[CH:25]=[CH:24][CH:23]=[CH:22][CH:21]=2)[CH2:12]1)=[O:10])[C:2]1[CH:7]=[CH:6][CH:5]=[CH:4][CH:3]=1.[C:26](Cl)(=[O:29])[CH2:27][CH3:28]. Product: [CH2:1]([O:8][C:9]([N:11]1[CH2:17][CH2:16][CH2:15][CH2:14][CH:13]([CH2:18][N:19]([C:20]2[CH:25]=[CH:24][CH:23]=[CH:22][CH:21]=2)[C:26](=[O:29])[CH2:27][CH3:28])[CH2:12]1)=[O:10])[C:2]1[CH:3]=[CH:4][CH:5]=[CH:6][CH:7]=1. The catalyst class is: 2.